Dataset: Reaction yield outcomes from USPTO patents with 853,638 reactions. Task: Predict the reaction yield, written as a fraction of the theoretical maximum amount of product (1.0 means a 100% yield; for example, 0.34 means a 34% yield). (1) The reactants are [C:1]([O:5][C:6]([N:8]([CH2:15][CH2:16][N:17]1[C:26]2[C:21]([C:22](=[O:28])[NH:23][C:24](=[O:27])[N:25]=2)=[N:20][C:19]2[CH:29]=[C:30]([CH3:34])[C:31]([CH3:33])=[CH:32][C:18]1=2)[CH2:9][CH2:10][CH2:11][C:12]([OH:14])=O)=[O:7])([CH3:4])([CH3:3])[CH3:2].F[P-](F)(F)(F)(F)F.C[N+](C)=C(N(C)C)O.Cl.[CH2:51]([O:58][NH2:59])[C:52]1[CH:57]=[CH:56][CH:55]=[CH:54][CH:53]=1.C(N(C(C)C)CC)(C)C. The catalyst is CN(C=O)C.O. The product is [C:1]([O:5][C:6](=[O:7])[N:8]([CH2:9][CH2:10][CH2:11][C:12](=[O:14])[NH:59][O:58][CH2:51][C:52]1[CH:57]=[CH:56][CH:55]=[CH:54][CH:53]=1)[CH2:15][CH2:16][N:17]1[C:26]2[C:21]([C:22](=[O:28])[NH:23][C:24](=[O:27])[N:25]=2)=[N:20][C:19]2[CH:29]=[C:30]([CH3:34])[C:31]([CH3:33])=[CH:32][C:18]1=2)([CH3:3])([CH3:4])[CH3:2]. The yield is 0.440. (2) The reactants are [CH3:1][O:2][C:3](=[O:14])[C:4]1[CH:9]=[C:8](I)[C:7]([CH2:11][F:12])=[CH:6][C:5]=1[NH2:13].[CH:15]([N:18]1[C:22]([Sn](CCCC)(CCCC)CCCC)=[CH:21][CH:20]=[N:19]1)([CH3:17])[CH3:16]. The catalyst is O1CCOCC1.C1C=CC(P(C2C=CC=CC=2)[C-]2C=CC=C2)=CC=1.C1C=CC(P(C2C=CC=CC=2)[C-]2C=CC=C2)=CC=1.Cl[Pd]Cl.[Fe+2]. The product is [CH3:1][O:2][C:3](=[O:14])[C:4]1[CH:9]=[C:8]([C:22]2[N:18]([CH:15]([CH3:17])[CH3:16])[N:19]=[CH:20][CH:21]=2)[C:7]([CH2:11][F:12])=[CH:6][C:5]=1[NH2:13]. The yield is 0.400. (3) The reactants are [Cl:1][C:2]1[CH:7]=[CH:6][C:5]([N:8]=[C:9]=[O:10])=[CH:4][C:3]=1[C:11]([F:14])([F:13])[F:12].[CH3:15][NH:16][C:17]([C:19]1[CH:24]=[C:23]([O:25][C:26]2[CH:32]=[CH:31][C:29]([NH2:30])=[CH:28][CH:27]=2)[CH:22]=[CH:21][N:20]=1)=[O:18]. The catalyst is C(Cl)Cl. The product is [Cl:1][C:2]1[CH:7]=[CH:6][C:5]([NH:8][C:9]([NH:30][C:29]2[CH:28]=[CH:27][C:26]([O:25][C:23]3[CH:22]=[CH:21][N:20]=[C:19]([C:17](=[O:18])[NH:16][CH3:15])[CH:24]=3)=[CH:32][CH:31]=2)=[O:10])=[CH:4][C:3]=1[C:11]([F:12])([F:13])[F:14]. The yield is 0.930. (4) The reactants are [F:1][C:2]1[CH:7]=[CH:6][C:5]([OH:8])=[CH:4][CH:3]=1.[H-].[Na+].[N:11]1[C:18]([Cl:19])=[N:17][C:15](Cl)=[N:14][C:12]=1[Cl:13].[NH4+].[Cl-]. The catalyst is O1CCCC1. The product is [Cl:13][C:12]1[N:11]=[C:18]([Cl:19])[N:17]=[C:15]([O:8][C:5]2[CH:6]=[CH:7][C:2]([F:1])=[CH:3][CH:4]=2)[N:14]=1. The yield is 0.580. (5) The reactants are [Br:1][C:2]1[S:3][CH:4]=[CH:5][C:6]=1[C:7]([OH:9])=[O:8].[C:10](Cl)(=O)C(Cl)=O. The catalyst is C(Cl)Cl.CN(C=O)C. The product is [Br:1][C:2]1[S:3][CH:4]=[CH:5][C:6]=1[C:7]([O:9][CH3:10])=[O:8]. The yield is 0.980. (6) The reactants are [I:1][C:2]1[CH:3]=[C:4]2[C:8](=[CH:9][CH:10]=1)[NH:7][C:6](=[O:11])[C:5]2=[N:12][NH:13][C:14]([C:16]1[CH:21]=[CH:20][C:19]([NH:22][C:23](=[O:34])[CH2:24][CH2:25][CH2:26][CH2:27][CH2:28][CH2:29][C:30]([O:32]C)=[O:31])=[CH:18][CH:17]=1)=[O:15].[OH-].[Na+]. The catalyst is C1COCC1.O. The product is [I:1][C:2]1[CH:3]=[C:4]2[C:8](=[CH:9][CH:10]=1)[NH:7][C:6](=[O:11])[C:5]2=[N:12][NH:13][C:14]([C:16]1[CH:17]=[CH:18][C:19]([NH:22][C:23](=[O:34])[CH2:24][CH2:25][CH2:26][CH2:27][CH2:28][CH2:29][C:30]([OH:32])=[O:31])=[CH:20][CH:21]=1)=[O:15]. The yield is 0.820. (7) The reactants are [CH3:1][O:2][CH:3]([CH2:6][C@H:7]1[CH2:18][CH2:17][C:16]2[S:15][C:14]3[N:13]=[CH:12][N:11]=[C:10]([O:19][CH:20]4[CH2:25][CH2:24][CH:23]([NH:26][CH3:27])[CH2:22][CH2:21]4)[C:9]=3[C:8]1=2)[C:4]#[N:5].[C:36](O[C:36]([O:38][C:39]([CH3:42])([CH3:41])[CH3:40])=[O:37])([O:38][C:39]([CH3:42])([CH3:41])[CH3:40])=[O:37]. The yield is 0.710. The product is [C:4]([CH:3]([O:2][CH3:1])[CH2:6][C@H:7]1[CH2:18][CH2:17][C:16]2[S:15][C:14]3[N:13]=[CH:12][N:11]=[C:10]([O:19][CH:20]4[CH2:25][CH2:24][CH:23]([N:26]([CH3:27])[C:36](=[O:37])[O:38][C:39]([CH3:40])([CH3:41])[CH3:42])[CH2:22][CH2:21]4)[C:9]=3[C:8]1=2)#[N:5]. The catalyst is ClCCl.O. (8) The reactants are [Cl-].O[NH3+:3].[C:4](=[O:7])([O-])[OH:5].[Na+].CS(C)=O.[S:13]1[C:17]2[CH:18]=[CH:19][CH:20]=[CH:21][C:16]=2[N:15]=[C:14]1[CH2:22][N:23]1[C:28](=[O:29])[C:27]([CH2:30][C:31]2[CH:36]=[CH:35][C:34]([C:37]3[C:38]([C:43]#[N:44])=[CH:39][CH:40]=[CH:41][CH:42]=3)=[CH:33][CH:32]=2)=[C:26]([CH2:45][CH2:46][CH2:47][CH3:48])[N:25]=[C:24]1[CH3:49]. The catalyst is C(OCC)(=O)C. The product is [S:13]1[C:17]2[CH:18]=[CH:19][CH:20]=[CH:21][C:16]=2[N:15]=[C:14]1[CH2:22][N:23]1[C:28](=[O:29])[C:27]([CH2:30][C:31]2[CH:36]=[CH:35][C:34]([C:37]3[CH:42]=[CH:41][CH:40]=[CH:39][C:38]=3[C:43]3[NH:3][C:4](=[O:7])[O:5][N:44]=3)=[CH:33][CH:32]=2)=[C:26]([CH2:45][CH2:46][CH2:47][CH3:48])[N:25]=[C:24]1[CH3:49]. The yield is 0.280.